This data is from Forward reaction prediction with 1.9M reactions from USPTO patents (1976-2016). The task is: Predict the product of the given reaction. (1) Given the reactants [Cl:1][C:2]1[CH:3]=[C:4]([C:19]2[N:23]=[C:22]([C:24]([NH:26][CH2:27][C:28]3[CH:33]=[CH:32][C:31]([OH:34])=[CH:30][CH:29]=3)=[O:25])[O:21][N:20]=2)[CH:5]=[C:6]([Cl:18])[C:7]=1[O:8]CC1C=CC(OC)=CC=1.[F:35][C:36]1[CH:41]=[CH:40][C:39](B(O)O)=[CH:38][C:37]=1[C:45]([F:48])([F:47])[F:46].N1C=CC=CC=1, predict the reaction product. The product is: [Cl:1][C:2]1[CH:3]=[C:4]([C:19]2[N:23]=[C:22]([C:24]([NH:26][CH2:27][C:28]3[CH:29]=[CH:30][C:31]([O:34][C:39]4[CH:40]=[CH:41][C:36]([F:35])=[C:37]([C:45]([F:48])([F:47])[F:46])[CH:38]=4)=[CH:32][CH:33]=3)=[O:25])[O:21][N:20]=2)[CH:5]=[C:6]([Cl:18])[C:7]=1[OH:8]. (2) Given the reactants [H-].C([Al+]CC(C)C)C(C)C.[F:11][C:12]1[CH:42]=[CH:41][CH:40]=[C:39]([F:43])[C:13]=1[CH2:14][N:15]1[C:20]([CH3:21])=[C:19]([C:22](OCC)=[O:23])[C:18](=[O:27])[C:17]([C:29]2[CH:34]=[CH:33][CH:32]=[C:31]([O:35][CH3:36])[C:30]=2[F:37])(Br)[CH:16]1[CH3:38].CC(C[AlH]CC(C)C)C.CO, predict the reaction product. The product is: [F:11][C:12]1[CH:42]=[CH:41][CH:40]=[C:39]([F:43])[C:13]=1[CH2:14][N:15]1[C:20]([CH3:21])=[C:19]([CH:22]=[O:23])[C:18](=[O:27])[C:17]([C:29]2[CH:34]=[CH:33][CH:32]=[C:31]([O:35][CH3:36])[C:30]=2[F:37])=[C:16]1[CH3:38]. (3) Given the reactants [F:1][CH:2]([F:5])[CH2:3][NH2:4].C(N(CC)C(C)C)(C)C.CN(C(ON1N=NC2C=CC=NC1=2)=[N+](C)C)C.F[P-](F)(F)(F)(F)F.[C:39]([C:43]1[N:47]([CH2:48][CH:49]2[CH2:54][CH2:53][O:52][CH2:51][CH2:50]2)[C:46]2[CH:55]=[CH:56][C:57]([S:59]([N:62]3[CH:66]=[CH:65][C:64]([C:67](O)=[O:68])=[CH:63]3)(=[O:61])=[O:60])=[CH:58][C:45]=2[N:44]=1)([CH3:42])([CH3:41])[CH3:40], predict the reaction product. The product is: [C:39]([C:43]1[N:47]([CH2:48][CH:49]2[CH2:54][CH2:53][O:52][CH2:51][CH2:50]2)[C:46]2[CH:55]=[CH:56][C:57]([S:59]([N:62]3[CH:66]=[CH:65][C:64]([C:67]([NH:4][CH2:3][CH:2]([F:5])[F:1])=[O:68])=[CH:63]3)(=[O:61])=[O:60])=[CH:58][C:45]=2[N:44]=1)([CH3:42])([CH3:40])[CH3:41].